The task is: Predict the reactants needed to synthesize the given product.. This data is from Full USPTO retrosynthesis dataset with 1.9M reactions from patents (1976-2016). (1) The reactants are: Cl.[NH2:2]O.[CH2:4]([O:6][C:7]([C:9]1[N:10]([C:30]2[CH:35]=[CH:34][C:33]([O:36][CH:37]([CH3:39])[CH3:38])=[CH:32][CH:31]=2)[C:11]2[C:16]([C:17]=1[CH:18]=O)=[CH:15][C:14]([C:20]1[CH:25]=[CH:24][C:23]([C:26]([F:29])([F:28])[F:27])=[CH:22][N:21]=1)=[CH:13][CH:12]=2)=[O:8])[CH3:5].[OH-].[Na+]. Given the product [CH2:4]([O:6][C:7]([C:9]1[N:10]([C:30]2[CH:35]=[CH:34][C:33]([O:36][CH:37]([CH3:38])[CH3:39])=[CH:32][CH:31]=2)[C:11]2[C:16]([C:17]=1[C:18]#[N:2])=[CH:15][C:14]([C:20]1[CH:25]=[CH:24][C:23]([C:26]([F:29])([F:27])[F:28])=[CH:22][N:21]=1)=[CH:13][CH:12]=2)=[O:8])[CH3:5], predict the reactants needed to synthesize it. (2) Given the product [C:1]1([C:7]2[C:15]3[C:10](=[CH:11][CH:12]=[C:13]([N:16]4[CH:20]=[CH:19][CH:18]=[CH:17]4)[CH:14]=3)[NH:9][C:8]=2[C:21]([NH:30][C@H:29]([C:28]([O:27][CH2:25][CH3:26])=[O:38])[CH2:31][C:32]2[CH:37]=[CH:36][CH:35]=[CH:34][CH:33]=2)=[O:22])[CH:2]=[CH:3][CH:4]=[CH:5][CH:6]=1, predict the reactants needed to synthesize it. The reactants are: [C:1]1([C:7]2[C:15]3[C:10](=[CH:11][CH:12]=[C:13]([N:16]4[CH:20]=[CH:19][CH:18]=[CH:17]4)[CH:14]=3)[NH:9][C:8]=2[C:21](O)=[O:22])[CH:6]=[CH:5][CH:4]=[CH:3][CH:2]=1.Cl.[CH2:25]([O:27][C:28](=[O:38])[C@H:29]([CH2:31][C:32]1[CH:37]=[CH:36][CH:35]=[CH:34][CH:33]=1)[NH2:30])[CH3:26]. (3) Given the product [Br:9][C:3]1[C:2]([NH2:1])=[N:7][C:6]([O:8][CH3:12])=[CH:5][CH:4]=1, predict the reactants needed to synthesize it. The reactants are: [NH2:1][C:2]1[N:7]=[C:6]([OH:8])[CH:5]=[CH:4][C:3]=1[Br:9].[OH-].[K+].[CH3:12]OS(OC)(=O)=O.